Task: Regression. Given a peptide amino acid sequence and an MHC pseudo amino acid sequence, predict their binding affinity value. This is MHC class II binding data.. Dataset: Peptide-MHC class II binding affinity with 134,281 pairs from IEDB The peptide sequence is TRYYRITYGETGGNS. The MHC is DRB1_0401 with pseudo-sequence DRB1_0401. The binding affinity (normalized) is 0.454.